Dataset: Forward reaction prediction with 1.9M reactions from USPTO patents (1976-2016). Task: Predict the product of the given reaction. Given the reactants C[O:2][C:3](=[O:31])[C:4]1[CH:9]=[CH:8][C:7]([C:10]2[CH2:14][C:13]([C:19]3[CH:24]=[C:23]([Cl:25])[CH:22]=[C:21]([Cl:26])[CH:20]=3)([C:15]([F:18])([F:17])[F:16])[O:12][N:11]=2)=[CH:6][C:5]=1[C:27]([F:30])([F:29])[F:28].[OH-].[K+].Cl, predict the reaction product. The product is: [Cl:26][C:21]1[CH:20]=[C:19]([C:13]2([C:15]([F:17])([F:16])[F:18])[O:12][N:11]=[C:10]([C:7]3[CH:8]=[CH:9][C:4]([C:3]([OH:31])=[O:2])=[C:5]([C:27]([F:30])([F:28])[F:29])[CH:6]=3)[CH2:14]2)[CH:24]=[C:23]([Cl:25])[CH:22]=1.